Dataset: Catalyst prediction with 721,799 reactions and 888 catalyst types from USPTO. Task: Predict which catalyst facilitates the given reaction. (1) Reactant: [CH2:1]([NH2:4])[CH:2]=[CH2:3].Cl[C:6]1[C:15]2[C:10](=[CH:11][CH:12]=[CH:13][CH:14]=2)[N:9]=[CH:8][C:7]=1[N+:16]([O-:18])=[O:17].C(N(CC)CC)C. Product: [CH2:1]([NH:4][C:6]1[C:15]2[C:10](=[CH:11][CH:12]=[CH:13][CH:14]=2)[N:9]=[CH:8][C:7]=1[N+:16]([O-:18])=[O:17])[CH:2]=[CH2:3]. The catalyst class is: 4. (2) Reactant: C(=O)([O-])[O-].[K+].[K+].[CH:7]1([CH2:10]Br)[CH2:9][CH2:8]1.CN(C)C=O.[Cl:17][C:18]1[N:26]=[C:25]2[C:21]([N:22]=[CH:23][NH:24]2)=[C:20]([N:27]2[CH2:32][CH2:31][O:30][CH2:29][CH2:28]2)[N:19]=1. Product: [Cl:17][C:18]1[N:26]=[C:25]2[C:21]([N:22]=[CH:23][N:24]2[CH2:10][CH:7]2[CH2:9][CH2:8]2)=[C:20]([N:27]2[CH2:28][CH2:29][O:30][CH2:31][CH2:32]2)[N:19]=1. The catalyst class is: 13.